This data is from Catalyst prediction with 721,799 reactions and 888 catalyst types from USPTO. The task is: Predict which catalyst facilitates the given reaction. (1) Reactant: [Cl:1][C:2]1[CH:7]=[CH:6][C:5]([N:8]2[C:13](=[O:14])[C:12]3[CH:15]=[N:16][N:17]([C:18]4[CH:23]=[CH:22][CH:21]=[CH:20][CH:19]=4)[C:11]=3[N:10]=[C:9]2[C:24]2[CH:36]=[CH:35][C:27]([C:28]([N:30]=[CH:31][N:32](C)C)=[O:29])=[CH:26][CH:25]=2)=[CH:4][CH:3]=1.NO.Cl.[OH-].[Na+]. Product: [Cl:1][C:2]1[CH:7]=[CH:6][C:5]([N:8]2[C:13](=[O:14])[C:12]3[CH:15]=[N:16][N:17]([C:18]4[CH:23]=[CH:22][CH:21]=[CH:20][CH:19]=4)[C:11]=3[N:10]=[C:9]2[C:24]2[CH:36]=[CH:35][C:27]([C:28]3[O:29][N:32]=[CH:31][N:30]=3)=[CH:26][CH:25]=2)=[CH:4][CH:3]=1. The catalyst class is: 15. (2) Reactant: [C:1]([O:5][C:6]([N:8]1[CH2:13][CH2:12][N:11]([C:14]2[CH:19]=[CH:18][C:17]([N+:20]([O-])=O)=[C:16]([N:23]3[C:27]([CH3:28])=[CH:26][CH:25]=[C:24]3[CH3:29])[CH:15]=2)[CH2:10][CH2:9]1)=[O:7])([CH3:4])([CH3:3])[CH3:2]. Product: [C:1]([O:5][C:6]([N:8]1[CH2:9][CH2:10][N:11]([C:14]2[CH:19]=[CH:18][C:17]([NH2:20])=[C:16]([N:23]3[C:24]([CH3:29])=[CH:25][CH:26]=[C:27]3[CH3:28])[CH:15]=2)[CH2:12][CH2:13]1)=[O:7])([CH3:4])([CH3:3])[CH3:2]. The catalyst class is: 19.